From a dataset of Forward reaction prediction with 1.9M reactions from USPTO patents (1976-2016). Predict the product of the given reaction. (1) The product is: [CH3:16][CH:15]([N:17]1[CH2:22][CH2:21][N:20]([C:23]([C@H:25]2[CH2:29][CH2:28][N:27]([C:2]3[CH:7]=[CH:6][C:5]([C:8]4[N:12]=[C:11]([CH3:13])[O:10][N:9]=4)=[CH:4][CH:3]=3)[CH2:26]2)=[O:24])[CH2:19][CH2:18]1)[CH3:14]. Given the reactants Br[C:2]1[CH:7]=[CH:6][C:5]([C:8]2[N:12]=[C:11]([CH3:13])[O:10][N:9]=2)=[CH:4][CH:3]=1.[CH3:14][CH:15]([N:17]1[CH2:22][CH2:21][N:20]([C:23]([C@H:25]2[CH2:29][CH2:28][NH:27][CH2:26]2)=[O:24])[CH2:19][CH2:18]1)[CH3:16], predict the reaction product. (2) Given the reactants [Si:1]([O:8][CH2:9][C@@H:10]1[CH2:14][C@@H:13]([OH:15])[CH2:12][N:11]1[C:16]([O:18][C:19]([CH3:22])([CH3:21])[CH3:20])=[O:17])([C:4]([CH3:7])([CH3:6])[CH3:5])([CH3:3])[CH3:2].[H-].[Na+].[CH3:25]I.[Cl-].[NH4+], predict the reaction product. The product is: [Si:1]([O:8][CH2:9][C@@H:10]1[CH2:14][C@@H:13]([O:15][CH3:25])[CH2:12][N:11]1[C:16]([O:18][C:19]([CH3:22])([CH3:21])[CH3:20])=[O:17])([C:4]([CH3:7])([CH3:6])[CH3:5])([CH3:3])[CH3:2]. (3) Given the reactants Br[C:2]1[C:3]([CH3:10])=[N:4][C:5]([O:8][CH3:9])=[CH:6][CH:7]=1.C([Li])CCC.CN([CH:19]=[O:20])C.O.[Cl-].[NH4+], predict the reaction product. The product is: [CH3:9][O:8][C:5]1[N:4]=[C:3]([CH3:10])[C:2]([CH:19]=[O:20])=[CH:7][CH:6]=1. (4) Given the reactants C[O:2][C:3]([C:5]1[C:6]([OH:38])=[C:7]2[C:12](=[C:13]([C:15]3[CH:16]=[N:17][C:18]([O:21][CH2:22][CH3:23])=[N:19][CH:20]=3)[N:14]=1)[N:11]([CH2:24][C:25]1[CH:30]=[CH:29][CH:28]=[CH:27][CH:26]=1)[C:10](=[O:31])[C:9]([C:32]1[CH:37]=[CH:36][CH:35]=[CH:34][CH:33]=1)=[CH:8]2)=O.[NH2:39][CH2:40][CH2:41][C:42]([OH:44])=[O:43].C[O-].[Na+], predict the reaction product. The product is: [CH2:24]([N:11]1[C:12]2[C:7](=[C:6]([OH:38])[C:5]([C:3]([NH:39][CH2:40][CH2:41][C:42]([OH:44])=[O:43])=[O:2])=[N:14][C:13]=2[C:15]2[CH:16]=[N:17][C:18]([O:21][CH2:22][CH3:23])=[N:19][CH:20]=2)[CH:8]=[C:9]([C:32]2[CH:37]=[CH:36][CH:35]=[CH:34][CH:33]=2)[C:10]1=[O:31])[C:25]1[CH:30]=[CH:29][CH:28]=[CH:27][CH:26]=1. (5) Given the reactants [Br:1][C:2]1[CH:7]=[CH:6][C:5]([F:8])=[C:4]([N+:9]([O-])=O)[C:3]=1[CH3:12].O.O.[Sn](Cl)Cl.Cl.C(=O)([O-])[O-].[K+].[K+], predict the reaction product. The product is: [Br:1][C:2]1[C:3]([CH3:12])=[C:4]([C:5]([F:8])=[CH:6][CH:7]=1)[NH2:9]. (6) Given the reactants CCN(C(C)C)C(C)C.[C:10]1([C:16]2[NH:20][N:19]=[C:18]([C:21]([NH:23][CH2:24][C:25]([OH:27])=O)=[O:22])[CH:17]=2)[CH:15]=[CH:14][CH:13]=[CH:12][CH:11]=1.C1C=CC2N(O)N=NC=2C=1.CCN=C=NCCCN(C)C.Cl.[F:50][C:51]1[CH:62]=[CH:61][C:60]([F:63])=[CH:59][C:52]=1[O:53][CH:54]1[CH2:58][CH2:57][NH:56][CH2:55]1.FC(F)(F)C1C=C(C=CC=1)OC1CCNC1, predict the reaction product. The product is: [F:50][C:51]1[CH:62]=[CH:61][C:60]([F:63])=[CH:59][C:52]=1[O:53][CH:54]1[CH2:58][CH2:57][N:56]([C:25](=[O:27])[CH2:24][NH:23][C:21]([C:18]2[CH:17]=[C:16]([C:10]3[CH:11]=[CH:12][CH:13]=[CH:14][CH:15]=3)[NH:20][N:19]=2)=[O:22])[CH2:55]1. (7) Given the reactants [C:1]([NH:6][C:7]1[N:15]=[C:14]2[C:10]([N:11]=[CH:12][N:13]2[C@@H:16]2[O:31][C@H:30]([CH2:32][O:33][CH2:34][C:35]3[CH:40]=[CH:39][C:38]([Cl:41])=[CH:37][C:36]=3[Cl:42])[C@@H:19]([O:20][CH2:21][C:22]3[CH:27]=[CH:26][C:25]([Cl:28])=[CH:24][C:23]=3[Cl:29])[C@@:17]2([CH2:43]O)[OH:18])=[C:9]([Cl:45])[N:8]=1)(=[O:5])[CH:2]([CH3:4])[CH3:3].C(N(CC)CC)C.[F:53]C(F)(F)S(OS(C(F)(F)F)(=O)=O)(=O)=O.[F-].C([N+](CCCC)(CCCC)CCCC)CCC, predict the reaction product. The product is: [C:1]([NH:6][C:7]1[N:15]=[C:14]2[C:10]([N:11]=[CH:12][N:13]2[C@@H:16]2[O:31][C@H:30]([CH2:32][O:33][CH2:34][C:35]3[CH:40]=[CH:39][C:38]([Cl:41])=[CH:37][C:36]=3[Cl:42])[C@@H:19]([O:20][CH2:21][C:22]3[CH:27]=[CH:26][C:25]([Cl:28])=[CH:24][C:23]=3[Cl:29])[C@@:17]2([CH2:43][F:53])[OH:18])=[C:9]([Cl:45])[N:8]=1)(=[O:5])[CH:2]([CH3:4])[CH3:3]. (8) The product is: [Cl:1][C:2]1[C:7]([C:8]([CH3:9])([CH3:10])[CH3:11])=[CH:6][C:5]2[N:4]([C:17]([C:16]3[CH:19]=[C:20]([F:23])[CH:21]=[CH:22][C:15]=3[F:14])=[N:13][N:12]=2)[N:3]=1. Given the reactants [Cl:1][C:2]1[N:3]=[N:4][C:5]([NH:12][NH2:13])=[CH:6][C:7]=1[C:8]([CH3:11])([CH3:10])[CH3:9].[F:14][C:15]1[CH:22]=[CH:21][C:20]([F:23])=[CH:19][C:16]=1[CH:17]=O, predict the reaction product. (9) Given the reactants B1(B2OC(C)(C)C(C)(C)O2)OC(C)(C)C(C)(C)O1.Br[C:20]1[CH:21]=[C:22]([S:25]([CH3:28])(=[O:27])=[O:26])[S:23][CH:24]=1.C([O-])(=O)C.[K+].[F:34][C:35]([F:66])([F:65])[C:36]1[CH:41]=[CH:40][C:39]([C:42]2[CH:51]=[C:50]3[C:45]([C:46](OS(C(F)(F)F)(=O)=O)=[CH:47][C:48]([C:52]([O:54][CH2:55][CH3:56])=[O:53])=[CH:49]3)=[CH:44][CH:43]=2)=[CH:38][CH:37]=1.C([O-])([O-])=O.[Na+].[Na+], predict the reaction product. The product is: [CH3:28][S:25]([C:22]1[S:23][CH:24]=[C:20]([C:46]2[C:45]3[C:50](=[CH:51][C:42]([C:39]4[CH:40]=[CH:41][C:36]([C:35]([F:66])([F:65])[F:34])=[CH:37][CH:38]=4)=[CH:43][CH:44]=3)[CH:49]=[C:48]([C:52]([O:54][CH2:55][CH3:56])=[O:53])[CH:47]=2)[CH:21]=1)(=[O:27])=[O:26]. (10) The product is: [NH2:3][C:4]1[CH:9]=[CH:8][C:7]([N:10]([CH3:15])[S:11]([CH3:14])(=[O:13])=[O:12])=[CH:6][C:5]=1[SH:1]. Given the reactants [S:1]1[C:5]2[CH:6]=[C:7]([N:10]([CH3:15])[S:11]([CH3:14])(=[O:13])=[O:12])[CH:8]=[CH:9][C:4]=2[N:3]=C1.O.NN, predict the reaction product.